From a dataset of Forward reaction prediction with 1.9M reactions from USPTO patents (1976-2016). Predict the product of the given reaction. (1) Given the reactants [Mg].C1C[O:5][CH2:4]C1.Br[C:8]1[S:9][CH:10]=[CH:11][C:12]=1[CH2:13][CH:14]([CH2:23][CH2:24][CH2:25][CH2:26][CH2:27][CH3:28])[CH2:15][CH2:16][CH2:17][CH2:18][CH2:19][CH2:20][CH2:21][CH3:22].Cl, predict the reaction product. The product is: [CH2:23]([CH:14]([CH2:15][CH2:16][CH2:17][CH2:18][CH2:19][CH2:20][CH2:21][CH3:22])[CH2:13][C:12]1[CH:11]=[CH:10][S:9][C:8]=1[CH:4]=[O:5])[CH2:24][CH2:25][CH2:26][CH2:27][CH3:28]. (2) Given the reactants [CH2:1]([N:8]1[CH2:15][CH2:14][CH2:13][C@H:9]1[C:10]([OH:12])=O)[C:2]1[CH:7]=[CH:6][CH:5]=[CH:4][CH:3]=1.CN(C)C=O.S(Cl)([Cl:23])=O.[NH2:25][C:26]1[CH:39]=[CH:38][C:37]([Cl:40])=[CH:36][C:27]=1[C:28]([C:30]1[CH:35]=[CH:34][CH:33]=[CH:32][CH:31]=1)=[O:29], predict the reaction product. The product is: [ClH:23].[CH2:1]([N:8]1[CH2:15][CH2:14][CH2:13][C@H:9]1[C:10]([NH:25][C:26]1[CH:39]=[CH:38][C:37]([Cl:40])=[CH:36][C:27]=1[C:28]([C:30]1[CH:31]=[CH:32][CH:33]=[CH:34][CH:35]=1)=[O:29])=[O:12])[C:2]1[CH:3]=[CH:4][CH:5]=[CH:6][CH:7]=1. (3) Given the reactants [CH2:1]([O:8][C:9]1[CH:10]=[C:11]([CH:22]=[CH:23][C:24]=1[O:25][CH3:26])[C:12]([O:14][CH2:15][C:16]1[CH:21]=[CH:20][CH:19]=[CH:18][CH:17]=1)=[O:13])[C:2]1[CH:7]=[CH:6][CH:5]=[CH:4][CH:3]=1.[N+:27]([O-])([OH:29])=[O:28].[OH-].[Na+].C([O-])(O)=O.[Na+], predict the reaction product. The product is: [CH2:1]([O:8][C:9]1[C:24]([O:25][CH3:26])=[CH:23][C:22]([N+:27]([O-:29])=[O:28])=[C:11]([CH:10]=1)[C:12]([O:14][CH2:15][C:16]1[CH:17]=[CH:18][CH:19]=[CH:20][CH:21]=1)=[O:13])[C:2]1[CH:7]=[CH:6][CH:5]=[CH:4][CH:3]=1. (4) Given the reactants [NH:1]1[C:9]2[C:4](=[CH:5][C:6]([CH:10]([C:16]3[CH:21]=[CH:20][CH:19]=[CH:18][CH:17]=3)[CH:11]([CH3:15])[C:12]([OH:14])=O)=[CH:7][CH:8]=2)[CH:3]=[N:2]1.[S:22]1[CH:26]=[N:25][N:24]=[C:23]1[NH2:27], predict the reaction product. The product is: [NH:1]1[C:9]2[C:4](=[CH:5][C:6]([CH:10]([C:16]3[CH:17]=[CH:18][CH:19]=[CH:20][CH:21]=3)[CH:11]([C:15]3[CH:8]=[CH:9][CH:4]=[CH:5][CH:6]=3)[C:12]([NH:27][C:23]3[S:22][CH:26]=[N:25][N:24]=3)=[O:14])=[CH:7][CH:8]=2)[CH:3]=[N:2]1. (5) Given the reactants FC(F)(F)C(O)=O.[CH2:8]([O:12][C:13]1[N:21]=[C:20]2[C:16]([N:17]=[C:18]([O:22][CH3:23])[NH:19]2)=[C:15]([NH2:24])[N:14]=1)[CH2:9][CH2:10][CH3:11].C([O-])([O-])=O.[K+].[K+].C([O:34][CH2:35][CH2:36][CH2:37]Br)(=O)C.[OH-].[Na+], predict the reaction product. The product is: [NH2:24][C:15]1[N:14]=[C:13]([O:12][CH2:8][CH2:9][CH2:10][CH3:11])[N:21]=[C:20]2[C:16]=1[N:17]=[C:18]([O:22][CH3:23])[N:19]2[CH2:37][CH2:36][CH2:35][OH:34]. (6) The product is: [Cl:17][C:4]1[CH:3]=[C:2]([C:21]2[CH:20]=[C:19]([F:18])[C:24]([F:25])=[C:23]([F:26])[CH:22]=2)[C:10]2[N:9]3[CH2:11][CH2:12][NH:13][C:14](=[O:15])[C:8]3=[C:7]([CH3:16])[C:6]=2[CH:5]=1. Given the reactants Br[C:2]1[C:10]2[N:9]3[CH2:11][CH2:12][NH:13][C:14](=[O:15])[C:8]3=[C:7]([CH3:16])[C:6]=2[CH:5]=[C:4]([Cl:17])[CH:3]=1.[F:18][C:19]1[CH:20]=[C:21](B(O)O)[CH:22]=[C:23]([F:26])[C:24]=1[F:25], predict the reaction product. (7) Given the reactants O1[C:5]2([CH2:10][CH2:9][CH:8]([N:11]3[CH:16]=[CH:15][CH:14]=[CH:13][C:12]3=[O:17])[CH2:7][CH2:6]2)[O:4]CC1.Cl, predict the reaction product. The product is: [O:4]=[C:5]1[CH2:10][CH2:9][CH:8]([N:11]2[CH:16]=[CH:15][CH:14]=[CH:13][C:12]2=[O:17])[CH2:7][CH2:6]1. (8) Given the reactants Br[C:2]1[CH:23]=[CH:22][C:5]([C:6]([NH:8][S:9]([C:12]2[CH:17]=[CH:16][CH:15]=[CH:14][C:13]=2[S:18](=[O:21])(=[O:20])[NH2:19])(=[O:11])=[O:10])=[O:7])=[CH:4][C:3]=1[C:24]#[N:25].[CH3:26][C:27]([CH3:31])([CH3:30])[C:28]#[CH:29].C(NC(C)C)(C)C, predict the reaction product. The product is: [C:24]([C:3]1[CH:4]=[C:5]([CH:22]=[CH:23][C:2]=1[C:29]#[C:28][C:27]([CH3:31])([CH3:30])[CH3:26])[C:6]([NH:8][S:9]([C:12]1[CH:17]=[CH:16][CH:15]=[CH:14][C:13]=1[S:18](=[O:21])(=[O:20])[NH2:19])(=[O:11])=[O:10])=[O:7])#[N:25]. (9) Given the reactants [OH-].[Na+].C([O:5][C:6]([C:8]1[C:9]2[S:17][CH:16]=[C:15]([CH2:18][O:19][C:20]3[CH:25]=[CH:24][CH:23]=[C:22]([NH:26][C:27](=[O:35])[C:28]4[CH:33]=[CH:32][C:31]([Cl:34])=[CH:30][CH:29]=4)[CH:21]=3)[C:10]=2[C:11]([NH2:14])=[N:12][CH:13]=1)=[O:7])C, predict the reaction product. The product is: [NH2:14][C:11]1[C:10]2[C:15]([CH2:18][O:19][C:20]3[CH:25]=[CH:24][CH:23]=[C:22]([NH:26][C:27](=[O:35])[C:28]4[CH:33]=[CH:32][C:31]([Cl:34])=[CH:30][CH:29]=4)[CH:21]=3)=[CH:16][S:17][C:9]=2[C:8]([C:6]([OH:7])=[O:5])=[CH:13][N:12]=1. (10) Given the reactants Br[C:2]1[C:6]([Br:7])=[CH:5][S:4][C:3]=1[CH:8]=O.[C:10]([O:14][CH2:15][CH3:16])(=[O:13])[CH2:11][SH:12].C(N(CC)CC)C, predict the reaction product. The product is: [Br:7][C:6]1[C:2]2[S:12][C:11]([C:10]([O:14][CH2:15][CH3:16])=[O:13])=[CH:8][C:3]=2[S:4][CH:5]=1.